From a dataset of Forward reaction prediction with 1.9M reactions from USPTO patents (1976-2016). Predict the product of the given reaction. (1) Given the reactants Br[C:2]1[CH:10]=[CH:9][C:5]([C:6]([OH:8])=[O:7])=[C:4]([CH3:11])[CH:3]=1.[C:12]1(B(O)O)[CH:17]=[CH:16][CH:15]=[CH:14][CH:13]=1.C(=O)([O-])[O-].[Na+].[Na+], predict the reaction product. The product is: [CH3:11][C:4]1[CH:3]=[C:2]([C:12]2[CH:17]=[CH:16][CH:15]=[CH:14][CH:13]=2)[CH:10]=[CH:9][C:5]=1[C:6]([OH:8])=[O:7]. (2) Given the reactants C([O:3][C:4](=[O:33])[C:5]1[CH:10]=[C:9]([N:11]2[C:15]([CH3:16])=[CH:14][CH:13]=[C:12]2[C:17]2[CH:22]=[CH:21][CH:20]=[CH:19][C:18]=2[O:23][CH2:24][C:25]2[CH:30]=[CH:29][C:28]([O:31][CH3:32])=[CH:27][CH:26]=2)[CH:8]=[N:7][CH:6]=1)C.C(O)C, predict the reaction product. The product is: [CH3:32][O:31][C:28]1[CH:27]=[CH:26][C:25]([CH2:24][O:23][C:18]2[CH:19]=[CH:20][CH:21]=[CH:22][C:17]=2[C:12]2[N:11]([C:9]3[CH:8]=[N:7][CH:6]=[C:5]([CH:10]=3)[C:4]([OH:33])=[O:3])[C:15]([CH3:16])=[CH:14][CH:13]=2)=[CH:30][CH:29]=1. (3) Given the reactants [C:1]([O-:4])([O-])=O.[K+].[K+].F[C:8]1C=[C:14]([O:16][CH3:17])[CH:13]=[C:12](F)[C:9]=1CBr.COC1C(C)=CC([N:28]2[C:33](=[O:34])[N:32]([CH2:35][C:36]3[C:41]([F:42])=[CH:40][C:39](F)=[CH:38][C:37]=3[F:44])[C:31]3[CH:45]=[CH:46][CH:47]=[CH:48][C:30]=3[S:29]2(=[O:50])=[O:49])=CC=1C.C[N:53](C=O)C, predict the reaction product. The product is: [F:44][C:37]1[CH:38]=[C:39]([O:4][CH3:1])[CH:40]=[C:41]([F:42])[C:36]=1[CH2:35][N:32]1[C:31]2[CH:45]=[CH:46][CH:47]=[CH:48][C:30]=2[S:29](=[O:49])(=[O:50])[N:28]([C:12]2[CH:9]=[CH:8][N:53]=[C:14]([O:16][CH3:17])[CH:13]=2)[C:33]1=[O:34].